The task is: Predict which catalyst facilitates the given reaction.. This data is from Catalyst prediction with 721,799 reactions and 888 catalyst types from USPTO. (1) Reactant: [Cl:1][C:2]1[CH:7]=[CH:6][C:5]([NH:8][C:9](=[O:14])[C:10]([CH3:13])([CH3:12])[CH3:11])=[CH:4][CH:3]=1.C([Li])CCC.[CH3:20][O:21][C:22]1[C:23]([CH3:36])=[C:24]([C:28](N2CCOCC2)=[O:29])[CH:25]=[CH:26][CH:27]=1.[Cl-].[NH4+]. Product: [Cl:1][C:2]1[CH:3]=[CH:4][C:5]([NH:8][C:9](=[O:14])[C:10]([CH3:11])([CH3:13])[CH3:12])=[C:6]([C:28](=[O:29])[C:24]2[CH:25]=[CH:26][CH:27]=[C:22]([O:21][CH3:20])[C:23]=2[CH3:36])[CH:7]=1. The catalyst class is: 188. (2) Reactant: C(Cl)(=O)C(Cl)=O.CS(C)=O.[C:11]([O:15][C:16]([N:18]1[CH2:25][C@H:24]2[C@H:20]([CH2:21][CH:22]([CH3:26])[CH2:23]2)[C@H:19]1[CH2:27][OH:28])=[O:17])([CH3:14])([CH3:13])[CH3:12].CCN(C(C)C)C(C)C. Product: [C:11]([O:15][C:16]([N:18]1[CH2:25][C@H:24]2[C@H:20]([CH2:21][CH:22]([CH3:26])[CH2:23]2)[C@H:19]1[CH:27]=[O:28])=[O:17])([CH3:13])([CH3:14])[CH3:12]. The catalyst class is: 34. (3) Reactant: [C:1]1([CH2:7][N:8]([C@@H:16]([CH2:25][C:26]2[CH:31]=[CH:30][CH:29]=[CH:28][CH:27]=2)[C@H:17]([OH:24])[CH2:18][NH:19][CH2:20][CH:21]([CH3:23])[CH3:22])[CH2:9][C:10]2[CH:15]=[CH:14][CH:13]=[CH:12][CH:11]=2)[CH:6]=[CH:5][CH:4]=[CH:3][CH:2]=1.C(O)(=O)C(O)=O.C(=O)([O-])[O-].[K+].[K+].[O:44]1[C:48]2[CH:49]=[CH:50][C:51]([S:53](Cl)(=[O:55])=[O:54])=[CH:52][C:47]=2[O:46][CH2:45]1. Product: [O:44]1[C:48]2[CH:49]=[CH:50][C:51]([S:53]([N:19]([CH2:18][C@@H:17]([OH:24])[C@@H:16]([N:8]([CH2:9][C:10]3[CH:15]=[CH:14][CH:13]=[CH:12][CH:11]=3)[CH2:7][C:1]3[CH:2]=[CH:3][CH:4]=[CH:5][CH:6]=3)[CH2:25][C:26]3[CH:31]=[CH:30][CH:29]=[CH:28][CH:27]=3)[CH2:20][CH:21]([CH3:23])[CH3:22])(=[O:54])=[O:55])=[CH:52][C:47]=2[O:46][CH2:45]1. The catalyst class is: 708.